Dataset: Full USPTO retrosynthesis dataset with 1.9M reactions from patents (1976-2016). Task: Predict the reactants needed to synthesize the given product. (1) Given the product [SH:26][C:24]1[S:25][C:13]2[CH:19]=[CH:18][C:17]([C:20]([F:23])([F:22])[F:21])=[CH:16][C:14]=2[N:15]=1, predict the reactants needed to synthesize it. The reactants are: [H-].[Na+].C(OCCOCCO)C.Cl[C:13]1[CH:19]=[CH:18][C:17]([C:20]([F:23])([F:22])[F:21])=[CH:16][C:14]=1[NH2:15].[C:24](=[S:26])=[S:25]. (2) Given the product [F:27][C:19]1[C:18]2[O:25][CH2:24][O:23][C:21]([C:20]=1[F:26])=[CH:22][C:17]=2[NH:16][C:14]1[C:13]([F:28])=[CH:12][N:11]=[C:10]([NH:5][C:4]2[CH:6]=[CH:7][CH:8]=[C:2]([OH:1])[CH:3]=2)[N:15]=1, predict the reactants needed to synthesize it. The reactants are: [OH:1][C:2]1[CH:3]=[C:4]([CH:6]=[CH:7][CH:8]=1)[NH2:5].Cl[C:10]1[N:15]=[C:14]([NH:16][C:17]2[CH:22]=[C:21]3[O:23][CH2:24][O:25][C:18]=2[C:19]([F:27])=[C:20]3[F:26])[C:13]([F:28])=[CH:12][N:11]=1. (3) Given the product [CH3:1][C:2]1[N:10]=[C:9]([C:11]([F:14])([F:12])[F:13])[CH:8]=[CH:7][C:3]=1[C:4]([O:6][CH2:15][CH3:17])=[O:5], predict the reactants needed to synthesize it. The reactants are: [CH3:1][C:2]1[N:10]=[C:9]([C:11]([F:14])([F:13])[F:12])[CH:8]=[CH:7][C:3]=1[C:4]([OH:6])=[O:5].[C:15](Cl)([CH3:17])=O. (4) The reactants are: [Br:1][C:2]1[CH:7]=[CH:6][C:5]([CH:8]([OH:13])[C:9]([F:12])([F:11])[F:10])=[C:4]([F:14])[CH:3]=1.I(C1C=CC=CC=1C(O)=O)(=O)=O. Given the product [Br:1][C:2]1[CH:7]=[CH:6][C:5]([C:8](=[O:13])[C:9]([F:12])([F:11])[F:10])=[C:4]([F:14])[CH:3]=1, predict the reactants needed to synthesize it. (5) Given the product [N:1]1([CH2:6][CH2:7][NH:8][C:9]2[N:14]=[C:13]([C@@H:15]([NH:25][C:26](=[O:32])[O:27][C:28]([CH3:31])([CH3:30])[CH3:29])[CH2:16][C:17]3[CH:22]=[C:21]([F:23])[CH:20]=[C:19]([F:24])[CH:18]=3)[C:12]([C:39]3[CH:40]=[CH:41][C:42]([F:43])=[C:37]([C:34](=[O:36])[NH2:35])[CH:38]=3)=[CH:11][N:10]=2)[CH:5]=[CH:4][N:3]=[N:2]1, predict the reactants needed to synthesize it. The reactants are: [N:1]1([CH2:6][CH2:7][NH:8][C:9]2[N:14]=[C:13]([C@@H:15]([NH:25][C:26](=[O:32])[O:27][C:28]([CH3:31])([CH3:30])[CH3:29])[CH2:16][C:17]3[CH:22]=[C:21]([F:23])[CH:20]=[C:19]([F:24])[CH:18]=3)[C:12](Br)=[CH:11][N:10]=2)[CH:5]=[CH:4][N:3]=[N:2]1.[C:34]([C:37]1[CH:38]=[C:39](B(O)O)[CH:40]=[CH:41][C:42]=1[F:43])(=[O:36])[NH2:35].C([O-])([O-])=O.[K+].[K+]. (6) Given the product [ClH:1].[CH3:34][O:24][C:23]1[C:18]([CH2:17][S:16][C:13]2[CH:12]=[C:11]([O:25][C:26]3[CH:31]=[CH:30][CH:29]=[CH:28][CH:27]=3)[C:10]([NH:9][C:6]3[S:7][CH:8]=[C:4]([CH3:3])[N:5]=3)=[N:15][CH:14]=2)=[N:19][CH:20]=[CH:21][CH:22]=1, predict the reactants needed to synthesize it. The reactants are: [ClH:1].Cl.[CH3:3][C:4]1[N:5]=[C:6]([NH:9][C:10]2[N:15]=[CH:14][C:13]([S:16][CH2:17][C:18]3[C:23]([OH:24])=[CH:22][CH:21]=[CH:20][N:19]=3)=[CH:12][C:11]=2[O:25][C:26]2[CH:31]=[CH:30][CH:29]=[CH:28][CH:27]=2)[S:7][CH:8]=1.[H-].[Na+].[CH3:34]I.